This data is from Full USPTO retrosynthesis dataset with 1.9M reactions from patents (1976-2016). The task is: Predict the reactants needed to synthesize the given product. (1) Given the product [O:1]=[C:2]1[CH2:11][CH2:10][C:9]2[C:4](=[CH:5][CH:6]=[N:7][CH:8]=2)[N:3]1[CH2:12][C:13]([NH:26][C:25]1[CH:24]=[CH:23][S:22][C:21]=1[C:19]1[N:18]=[CH:17][S:16][CH:20]=1)=[O:15], predict the reactants needed to synthesize it. The reactants are: [O:1]=[C:2]1[CH2:11][CH2:10][C:9]2[C:4](=[CH:5][CH:6]=[N:7][CH:8]=2)[N:3]1[CH2:12][C:13]([OH:15])=O.[S:16]1[CH:20]=[C:19]([C:21]2[S:22][CH:23]=[CH:24][C:25]=2[NH2:26])[N:18]=[CH:17]1. (2) Given the product [Br:33][CH2:20][C:14]([C@@H:12]1[CH2:13][C@@H:11]1[C:2]1[CH:3]=[CH:4][C:5]2[C:10](=[CH:9][CH:8]=[CH:7][CH:6]=2)[N:1]=1)=[O:18], predict the reactants needed to synthesize it. The reactants are: [N:1]1[C:10]2[C:5](=[CH:6][CH:7]=[CH:8][CH:9]=2)[CH:4]=[CH:3][C:2]=1[C@@H:11]1[CH2:13][C@H:12]1[C:14](OC)=O.[OH-:18].[Na+].[C:20](Cl)(=O)C(Cl)=O.C[Si](C=[N+]=[N-])(C)C.[BrH:33].